Dataset: Forward reaction prediction with 1.9M reactions from USPTO patents (1976-2016). Task: Predict the product of the given reaction. Given the reactants [Cl:1][C:2]1[C:11]([OH:12])=[C:10]([Cl:13])[CH:9]=[CH:8][C:3]=1[C:4]([O:6][CH3:7])=[O:5].C(=O)([O-])[O-].[K+].[K+].[F:20][C:21]([F:36])([C:32]([F:35])([F:34])[F:33])[C:22]([F:31])([F:30])[C:23]([F:29])([F:28])[S:24](Cl)(=[O:26])=[O:25], predict the reaction product. The product is: [Cl:1][C:2]1[C:11]([O:12][S:24]([C:23]([F:28])([F:29])[C:22]([F:30])([F:31])[C:21]([F:20])([F:36])[C:32]([F:35])([F:34])[F:33])(=[O:26])=[O:25])=[C:10]([Cl:13])[CH:9]=[CH:8][C:3]=1[C:4]([O:6][CH3:7])=[O:5].